This data is from Reaction yield outcomes from USPTO patents with 853,638 reactions. The task is: Predict the reaction yield, written as a fraction of the theoretical maximum amount of product (1.0 means a 100% yield; for example, 0.34 means a 34% yield). The reactants are [F:1][C:2]1[CH:3]=[C:4]([O:9][CH3:10])[CH:5]=[C:6]([F:8])[CH:7]=1.[N+:11]([O-])([OH:13])=[O:12].O.C(OCC)(=O)C. The catalyst is ClCCl. The product is [F:1][C:2]1[CH:7]=[C:6]([F:8])[CH:5]=[C:4]([O:9][CH3:10])[C:3]=1[N+:11]([O-:13])=[O:12]. The yield is 0.720.